This data is from Peptide-MHC class II binding affinity with 134,281 pairs from IEDB. The task is: Regression. Given a peptide amino acid sequence and an MHC pseudo amino acid sequence, predict their binding affinity value. This is MHC class II binding data. (1) The peptide sequence is TILKALGPAATLEEMMTA. The MHC is DRB1_0701 with pseudo-sequence DRB1_0701. The binding affinity (normalized) is 0.292. (2) The peptide sequence is GLDFSEVSNVQRLMR. The MHC is DRB1_0101 with pseudo-sequence DRB1_0101. The binding affinity (normalized) is 0.583. (3) The peptide sequence is SAVIGTLAAAMFGAV. The MHC is DRB4_0101 with pseudo-sequence DRB4_0103. The binding affinity (normalized) is 0.547. (4) The peptide sequence is PGPNITATYGGKWLD. The MHC is DRB4_0101 with pseudo-sequence DRB4_0103. The binding affinity (normalized) is 0. (5) The peptide sequence is INEPTAAAIAIGLDR. The MHC is HLA-DQA10401-DQB10402 with pseudo-sequence HLA-DQA10401-DQB10402. The binding affinity (normalized) is 0.550. (6) The peptide sequence is KSSKPLVGPFNFRFMSKGGM. The MHC is HLA-DPA10201-DPB10501 with pseudo-sequence HLA-DPA10201-DPB10501. The binding affinity (normalized) is 0.581. (7) The peptide sequence is YEGLSYRSLQPEEFA. The MHC is DRB1_1001 with pseudo-sequence DRB1_1001. The binding affinity (normalized) is 0.798. (8) The peptide sequence is EPIAAYHFDLSGIAF. The MHC is DRB1_1501 with pseudo-sequence DRB1_1501. The binding affinity (normalized) is 0.651. (9) The peptide sequence is APCRIPVIVADDLTA. The MHC is DRB1_0301 with pseudo-sequence DRB1_0301. The binding affinity (normalized) is 0.579.